From a dataset of Catalyst prediction with 721,799 reactions and 888 catalyst types from USPTO. Predict which catalyst facilitates the given reaction. (1) Reactant: [C:1]([C:3](=[C:7](SC)SC)[C:4]([NH2:6])=[O:5])#[N:2].[NH2:12][C:13]1[CH:18]=[CH:17][C:16]([N:19]2[CH2:24][CH2:23][O:22][CH2:21][C:20]2=O)=[CH:15][CH:14]=1.[OH2:26].[NH2:27][NH2:28]. Product: [NH2:2][C:1]1[NH:28][N:27]=[C:7]([NH:12][C:13]2[CH:18]=[CH:17][C:16]([N:19]3[CH2:24][CH2:23][O:22][C:21](=[O:26])[CH2:20]3)=[CH:15][CH:14]=2)[C:3]=1[C:4]([NH2:6])=[O:5]. The catalyst class is: 14. (2) Reactant: [F:1][C:2]1[CH:3]=[C:4]([CH2:9][C:10]([OH:12])=O)[CH:5]=[C:6]([F:8])[CH:7]=1.C(N(CC)CC)C.CCN=C=NCCCN(C)C.Cl.O.ON1C2C=CC=CC=2N=N1.[CH2:43]([N:45]([CH2:62][CH3:63])[C:46]1[C:51]([NH2:52])=[CH:50][CH:49]=[C:48]([NH:53][CH2:54][C:55]2[CH:60]=[CH:59][C:58]([F:61])=[CH:57][CH:56]=2)[N:47]=1)[CH3:44]. Product: [CH2:62]([N:45]([CH2:43][CH3:44])[C:46]1[C:51]([NH:52][C:10](=[O:12])[CH2:9][C:4]2[CH:5]=[C:6]([F:8])[CH:7]=[C:2]([F:1])[CH:3]=2)=[CH:50][CH:49]=[C:48]([NH:53][CH2:54][C:55]2[CH:60]=[CH:59][C:58]([F:61])=[CH:57][CH:56]=2)[N:47]=1)[CH3:63]. The catalyst class is: 4. (3) Reactant: [OH:1][C:2]1[CH:10]=[C:9]([N+:11]([O-:13])=[O:12])[CH:8]=[CH:7][C:3]=1[C:4]([OH:6])=[O:5].S(=O)(=O)(O)O.[CH:19]1[CH:24]=CC(P([C:19]2[CH:24]=CC=[CH:21][CH:20]=2)[C:19]2[CH:24]=CC=[CH:21][CH:20]=2)=[CH:21][CH:20]=1.[CH2:38](O)CC=C.CC(OC(/N=N/C(OC(C)(C)C)=O)=O)(C)C. Product: [CH2:21]([O:1][C:2]1[CH:10]=[C:9]([N+:11]([O-:13])=[O:12])[CH:8]=[CH:7][C:3]=1[C:4]([O:6][CH3:38])=[O:5])[CH2:20][CH:19]=[CH2:24]. The catalyst class is: 92.